This data is from Reaction yield outcomes from USPTO patents with 853,638 reactions. The task is: Predict the reaction yield, written as a fraction of the theoretical maximum amount of product (1.0 means a 100% yield; for example, 0.34 means a 34% yield). (1) The reactants are CC1C=CC(S(O[CH2:12][CH:13]2[CH2:17][C:16]3[C:18]([C:22]4[CH:27]=[CH:26][CH:25]=[CH:24][C:23]=4[C:28]([F:31])([F:30])[F:29])=[CH:19][CH:20]=[CH:21][C:15]=3[O:14]2)(=O)=O)=CC=1.[N-:32]=[N+:33]=[N-:34].[Na+].N(CC1CC2C=C(Cl)C=C(C3C=CSC=3)C=2O1)=[N+]=[N-]. No catalyst specified. The product is [F:29][C:28]([F:31])([F:30])[C:23]1[CH:24]=[CH:25][CH:26]=[CH:27][C:22]=1[C:18]1[C:16]2[CH2:17][CH:13]([CH2:12][N:32]=[N+:33]=[N-:34])[O:14][C:15]=2[CH:21]=[CH:20][CH:19]=1. The yield is 0.940. (2) The product is [CH:1]([N:14]1[CH2:19][CH2:18][N:17]([C:28](=[O:29])[CH2:27][CH:26]([C:20]2[CH:25]=[CH:24][CH:23]=[CH:22][CH:21]=2)[C:31]2[CH:36]=[CH:35][CH:34]=[CH:33][CH:32]=2)[CH2:16][CH2:15]1)([C:8]1[CH:13]=[CH:12][CH:11]=[CH:10][CH:9]=1)[C:2]1[CH:7]=[CH:6][CH:5]=[CH:4][CH:3]=1. The reactants are [CH:1]([N:14]1[CH2:19][CH2:18][NH:17][CH2:16][CH2:15]1)([C:8]1[CH:13]=[CH:12][CH:11]=[CH:10][CH:9]=1)[C:2]1[CH:7]=[CH:6][CH:5]=[CH:4][CH:3]=1.[C:20]1([CH:26]([C:31]2[CH:36]=[CH:35][CH:34]=[CH:33][CH:32]=2)[CH2:27][C:28](O)=[O:29])[CH:25]=[CH:24][CH:23]=[CH:22][CH:21]=1.C(Cl)CCl. The catalyst is C(Cl)Cl.CN(C1C=CN=CC=1)C. The yield is 0.780. (3) The reactants are [CH3:1][C:2]1[CH:7]=[CH:6][C:5]([S:8]([O:11][CH2:12][CH:13]2[CH2:17][C:16]3[CH:18]=[CH:19][CH:20]=[C:21](Br)[C:15]=3[O:14]2)(=[O:10])=[O:9])=[CH:4][CH:3]=1.[C:23](/[CH:27]=[CH:28]/B(O)O)([CH3:26])([CH3:25])[CH3:24].C(=O)([O-])[O-].[K+].[K+].CC1C=CC(S(OCC2CC3C(C4C=CC=CC=4)=CC=CC=3O2)(=O)=O)=CC=1. The catalyst is CC1C=CC=CC=1[P](C1C=CC=CC=1C)([Pd](Cl)(Cl)[P](C1=C(C)C=CC=C1)(C1C=CC=CC=1C)C1C=CC=CC=1C)C1C=CC=CC=1C. The product is [CH3:1][C:2]1[CH:7]=[CH:6][C:5]([S:8]([O:11][CH2:12][CH:13]2[CH2:17][C:16]3[CH:18]=[CH:19][CH:20]=[C:21](/[CH:28]=[CH:27]/[C:23]([CH3:26])([CH3:25])[CH3:24])[C:15]=3[O:14]2)(=[O:10])=[O:9])=[CH:4][CH:3]=1. The yield is 0.810. (4) The reactants are [C:1]1([C:9]2[CH:14]=[CH:13][CH:12]=[CH:11][CH:10]=2)[CH:6]=[CH:5][C:4](C=O)=[CH:3][CH:2]=1.[C-:15]#[N:16].[Na+].[C:18](=[O:21])([O-])[O-:19].[NH4+].[NH4+]. The catalyst is C(O)C. The product is [C:9]1([C:1]2[CH:2]=[CH:3][C:4]([NH:16][CH2:15][C:18]([OH:19])=[O:21])=[CH:5][CH:6]=2)[CH:10]=[CH:11][CH:12]=[CH:13][CH:14]=1. The yield is 0.420. (5) The reactants are [Cl:1][C:2]1[CH:7]=[CH:6][C:5]([NH:8][C:9](=[O:11])[CH3:10])=[CH:4][C:3]=1[C:12]#[N:13].[N+:14]([O-])([O-:16])=[O:15].[K+]. The catalyst is S(=O)(=O)(O)O. The product is [Cl:1][C:2]1[C:3]([C:12]#[N:13])=[CH:4][C:5]([NH:8][C:9](=[O:11])[CH3:10])=[C:6]([N+:14]([O-:16])=[O:15])[CH:7]=1. The yield is 0.290.